From a dataset of Peptide-MHC class I binding affinity with 185,985 pairs from IEDB/IMGT. Regression. Given a peptide amino acid sequence and an MHC pseudo amino acid sequence, predict their binding affinity value. This is MHC class I binding data. (1) The peptide sequence is YVFTGYRVTK. The MHC is HLA-A68:01 with pseudo-sequence HLA-A68:01. The binding affinity (normalized) is 0.863. (2) The peptide sequence is AEMGGHAER. The MHC is HLA-A26:01 with pseudo-sequence HLA-A26:01. The binding affinity (normalized) is 0.0847. (3) The peptide sequence is GLAAEWVLAY. The MHC is HLA-A26:01 with pseudo-sequence HLA-A26:01. The binding affinity (normalized) is 0.455.